Predict the product of the given reaction. From a dataset of Forward reaction prediction with 1.9M reactions from USPTO patents (1976-2016). (1) Given the reactants [CH3:1][S:2][C:3]1[CH:10]=[CH:9][C:6]([CH2:7][OH:8])=[CH:5][CH:4]=1.[C:11](O)(=[O:15])[C:12]([CH3:14])=[CH2:13].COC1C=CC(O)=CC=1.C1(C)C=CC(S(O)(=O)=O)=CC=1, predict the reaction product. The product is: [C:11]([O:8][CH2:7][C:6]1[CH:9]=[CH:10][C:3]([S:2][CH3:1])=[CH:4][CH:5]=1)(=[O:15])[C:12]([CH3:14])=[CH2:13]. (2) Given the reactants [Cl:1][C:2]1[CH:7]=[CH:6][C:5]([C:8]2[S:12][C:11]([C:13]([OH:15])=O)=[C:10]([CH3:16])[CH:9]=2)=[CH:4][CH:3]=1.C(Cl)(=O)C(Cl)=O.[CH3:23][O:24][C:25]1[CH:26]=[C:27]([NH2:42])[CH:28]=[CH:29][C:30]=1[O:31][Si:32]([CH:39]([CH3:41])[CH3:40])([CH:36]([CH3:38])[CH3:37])[CH:33]([CH3:35])[CH3:34].CCN(CC)CC, predict the reaction product. The product is: [CH3:23][O:24][C:25]1[CH:26]=[C:27]([NH:42][C:13]([C:11]2[S:12][C:8]([C:5]3[CH:4]=[CH:3][C:2]([Cl:1])=[CH:7][CH:6]=3)=[CH:9][C:10]=2[CH3:16])=[O:15])[CH:28]=[CH:29][C:30]=1[O:31][Si:32]([CH:36]([CH3:38])[CH3:37])([CH:39]([CH3:41])[CH3:40])[CH:33]([CH3:35])[CH3:34]. (3) Given the reactants [CH3:1][O:2][C:3](=[O:19])[C:4]1[CH:9]=[CH:8][C:7]([CH:10]([OH:18])[CH2:11][C:12]2[CH:17]=[CH:16][CH:15]=[CH:14][CH:13]=2)=[CH:6][CH:5]=1.CS(C)=O.C(N(CC)CC)C.N1C=CC=CC=1.S(=O)(=O)=O, predict the reaction product. The product is: [C:12]1([CH2:11][C:10]([C:7]2[CH:6]=[CH:5][C:4]([C:3]([O:2][CH3:1])=[O:19])=[CH:9][CH:8]=2)=[O:18])[CH:13]=[CH:14][CH:15]=[CH:16][CH:17]=1. (4) Given the reactants Br[C:2]1[CH:11]=[C:10]([Br:12])[C:9]2[C:4](=[CH:5][CH:6]=[C:7]([N+:13]([O-:15])=[O:14])[CH:8]=2)[N:3]=1.[N:16]1(C=O)[CH2:21][CH2:20][NH:19][CH2:18][CH2:17]1.O, predict the reaction product. The product is: [Br:12][C:10]1[C:9]2[C:4](=[CH:5][CH:6]=[C:7]([N+:13]([O-:15])=[O:14])[CH:8]=2)[N:3]=[C:2]([N:16]2[CH2:21][CH2:20][NH:19][CH2:18][CH2:17]2)[CH:11]=1. (5) The product is: [N:1]1[CH:2]=[CH:3][C:4]([C:7]2[S:11][C:10]([C:12]([N:15]3[CH2:20][CH2:19][CH:18]([C:21]([O:23][CH2:24][CH3:25])=[O:22])[CH2:17][CH2:16]3)=[O:14])=[CH:9][CH:8]=2)=[CH:5][CH:6]=1. Given the reactants [N:1]1[CH:6]=[CH:5][C:4]([C:7]2[S:11][C:10]([C:12]([OH:14])=O)=[CH:9][CH:8]=2)=[CH:3][CH:2]=1.[NH:15]1[CH2:20][CH2:19][CH:18]([C:21]([O:23][CH2:24][CH3:25])=[O:22])[CH2:17][CH2:16]1, predict the reaction product. (6) Given the reactants [C:1]1(O)[CH:6]=[CH:5][CH:4]=[CH:3][CH:2]=1.[H-].[Na+].[Br:10][C:11]1[C:19]2[N:18]=[C:17]([C:20]3[CH:25]=[CH:24][C:23]([CH:26]([CH3:28])[CH3:27])=[CH:22][CH:21]=3)[N:16]([CH2:29][CH2:30][O:31][CH3:32])[C:15]=2[C:14]([O:33][CH3:34])=[CH:13][C:12]=1[CH2:35][O:36]S(C)(=O)=O, predict the reaction product. The product is: [Br:10][C:11]1[C:19]2[N:18]=[C:17]([C:20]3[CH:25]=[CH:24][C:23]([CH:26]([CH3:28])[CH3:27])=[CH:22][CH:21]=3)[N:16]([CH2:29][CH2:30][O:31][CH3:32])[C:15]=2[C:14]([O:33][CH3:34])=[CH:13][C:12]=1[CH2:35][O:36][C:1]1[CH:6]=[CH:5][CH:4]=[CH:3][CH:2]=1.